This data is from Full USPTO retrosynthesis dataset with 1.9M reactions from patents (1976-2016). The task is: Predict the reactants needed to synthesize the given product. (1) Given the product [Br:1][C:2]1[CH:7]=[C:6]([F:8])[C:5]([CH2:9][C:10]([OH:14])=[O:11])=[C:4]([F:13])[CH:3]=1, predict the reactants needed to synthesize it. The reactants are: [Br:1][C:2]1[CH:7]=[C:6]([F:8])[C:5]([CH2:9][C:10](N)=[O:11])=[C:4]([F:13])[CH:3]=1.[OH-:14].[Na+].Cl. (2) Given the product [CH2:1]([NH:8][C:9](=[O:13])[CH3:10])[CH3:2].[CH3:14][NH:21][C:22](=[O:29])[CH2:23][CH3:24], predict the reactants needed to synthesize it. The reactants are: [CH2:1]([NH:8][C:9](=[O:13])[CH2:10]OC)[C:2]1C=CC=CC=1.[CH2:14]([NH:21][C:22](=[O:29])[C:23]1C=CC=C[CH:24]=1)C1C=CC=CC=1.C(O)C1C=CC=CC=1.C(N)C1C=CC=CC=1. (3) Given the product [NH2:1][C:4]1[CH:5]=[CH:6][C:7]([C:10]2[CH:18]=[C:17]3[C:13]([C:14]([C:26]([O:28][CH2:29][CH3:30])=[O:27])=[N:15][NH:16]3)=[CH:12][CH:11]=2)=[CH:8][CH:9]=1, predict the reactants needed to synthesize it. The reactants are: [N+:1]([C:4]1[CH:9]=[CH:8][C:7]([C:10]2[CH:18]=[C:17]3[C:13]([C:14]([C:26]([O:28][CH2:29][CH3:30])=[O:27])=[N:15][N:16]3C(OC(C)(C)C)=O)=[CH:12][CH:11]=2)=[CH:6][CH:5]=1)([O-])=O.Cl[Sn]Cl.C(=O)(O)[O-].[Na+]. (4) Given the product [Cl:8][C:4]1[CH:5]=[N:6][CH:7]=[C:2]([C:16]2[CH:17]=[CH:18][C:13]([S:10]([CH3:9])(=[O:12])=[O:11])=[CH:14][CH:15]=2)[N:3]=1, predict the reactants needed to synthesize it. The reactants are: Cl[C:2]1[CH:7]=[N:6][CH:5]=[C:4]([Cl:8])[N:3]=1.[CH3:9][S:10]([C:13]1[CH:18]=[CH:17][C:16](B(O)O)=[CH:15][CH:14]=1)(=[O:12])=[O:11].P([O-])([O-])([O-])=O.[K+].[K+].[K+]. (5) Given the product [Cl:47][C:41]1[CH:42]=[C:43]([Cl:46])[CH:44]=[CH:45][C:40]=1[C:24]1[N:23]=[C:22]([NH:1][CH2:2][CH2:3][NH:4][C:5]2[CH:10]=[CH:9][C:8]([N+:11]([O-:13])=[O:12])=[CH:7][N:6]=2)[CH:27]=[CH:26][C:25]=1[C:28]1[NH:32][CH:31]=[CH:30][N:29]=1, predict the reactants needed to synthesize it. The reactants are: [NH2:1][CH2:2][CH2:3][NH:4][C:5]1[CH:10]=[CH:9][C:8]([N+:11]([O-:13])=[O:12])=[CH:7][N:6]=1.FC(S(O[C:22]1[CH:27]=[CH:26][C:25]([C:28]2[N:29](S(C(F)(F)F)(=O)=O)[CH:30]=[CH:31][N:32]=2)=[C:24]([C:40]2[CH:45]=[CH:44][C:43]([Cl:46])=[CH:42][C:41]=2[Cl:47])[N:23]=1)(=O)=O)(F)F. (6) The reactants are: [CH3:1][C:2]1[O:6][C:5]([CH:7]=[N:8]O)=[CH:4][CH:3]=1.[ClH:10]. Given the product [ClH:10].[CH3:1][C:2]1[O:6][C:5]([CH2:7][NH2:8])=[CH:4][CH:3]=1, predict the reactants needed to synthesize it.